Dataset: Forward reaction prediction with 1.9M reactions from USPTO patents (1976-2016). Task: Predict the product of the given reaction. (1) Given the reactants C(=O)([O-])[O-].[K+].[K+].[CH3:7][O:8][C:9]1[CH:14]=[CH:13][C:12]([NH:15][C:16]2[C:25]3[C:20](=[CH:21][CH:22]=[C:23]([C:26](=[O:29])[NH:27][CH3:28])[CH:24]=3)[N:19]=[CH:18][C:17]=2[C:30]([OH:32])=[O:31])=[CH:11][CH:10]=1.Br[CH2:34][C:35]1[O:36][C:37](=[O:41])[O:38][C:39]=1[CH3:40], predict the reaction product. The product is: [CH3:7][O:8][C:9]1[CH:14]=[CH:13][C:12]([NH:15][C:16]2[C:25]3[C:20](=[CH:21][CH:22]=[C:23]([C:26](=[O:29])[NH:27][CH3:28])[CH:24]=3)[N:19]=[CH:18][C:17]=2[C:30]([O:32][CH2:34][C:35]2[O:36][C:37](=[O:41])[O:38][C:39]=2[CH3:40])=[O:31])=[CH:11][CH:10]=1. (2) The product is: [CH2:1]([N:8]1[CH2:27][CH2:26][C:11]2[N:12]=[C:13]([C:17]3[CH:22]=[CH:21][CH:20]=[C:19]([N+:23]([O-:25])=[O:24])[CH:18]=3)[N:14]=[C:15]([O:16][CH2:34][C:33]3[CH:36]=[CH:37][C:30]([C:28]#[N:29])=[CH:31][CH:32]=3)[C:10]=2[CH2:9]1)[C:2]1[CH:3]=[CH:4][CH:5]=[CH:6][CH:7]=1. Given the reactants [CH2:1]([N:8]1[CH2:27][CH2:26][C:11]2[N:12]=[C:13]([C:17]3[CH:22]=[CH:21][CH:20]=[C:19]([N+:23]([O-:25])=[O:24])[CH:18]=3)[N:14]=[C:15]([OH:16])[C:10]=2[CH2:9]1)[C:2]1[CH:7]=[CH:6][CH:5]=[CH:4][CH:3]=1.[C:28]([C:30]1[CH:37]=[CH:36][C:33]([CH2:34]Br)=[CH:32][CH:31]=1)#[N:29], predict the reaction product. (3) Given the reactants [O:1]1[C:10]2[CH:9]=[C:8]([CH2:11][N:12]([CH:20]3[CH2:29][CH2:28][C:27]4[C:22](=[CH:23][CH:24]=[C:25]([N:30]5[C:35](=[O:36])[CH2:34][NH:33][C:32]6[CH:37]=[CH:38][C:39]([O:41][CH3:42])=[N:40][C:31]5=6)[CH:26]=4)[CH2:21]3)[C:13](=[O:19])[O:14][C:15]([CH3:18])([CH3:17])[CH3:16])[N:7]=[CH:6][C:5]=2[O:4][CH2:3][CH2:2]1, predict the reaction product. The product is: [O:1]1[C:10]2[CH:9]=[C:8]([CH2:11][N:12]([CH:20]3[CH2:29][CH2:28][C:27]4[C:22](=[CH:23][CH:24]=[C:25]([N:30]5[C:35](=[O:36])[CH:34]=[N:33][C:32]6[CH:37]=[CH:38][C:39]([O:41][CH3:42])=[N:40][C:31]5=6)[CH:26]=4)[CH2:21]3)[C:13](=[O:19])[O:14][C:15]([CH3:18])([CH3:17])[CH3:16])[N:7]=[CH:6][C:5]=2[O:4][CH2:3][CH2:2]1. (4) Given the reactants [CH3:1][S:2]([NH:5][NH2:6])(=[O:4])=[O:3].[F:7][C:8]1[CH:17]=[C:16]2[C:11]([CH:12]=[CH:13][CH:14]=[N:15]2)=[CH:10][C:9]=1[CH2:18][C:19]1[N:23]2[N:24]=[C:25]([C:28](=O)[CH3:29])[CH:26]=[CH:27][C:22]2=[N:21][CH:20]=1, predict the reaction product. The product is: [F:7][C:8]1[CH:17]=[C:16]2[C:11]([CH:12]=[CH:13][CH:14]=[N:15]2)=[CH:10][C:9]=1[CH2:18][C:19]1[N:23]2[N:24]=[C:25](/[C:28](=[N:6]/[NH:5][S:2]([CH3:1])(=[O:4])=[O:3])/[CH3:29])[CH:26]=[CH:27][C:22]2=[N:21][CH:20]=1. (5) Given the reactants [NH:1]1[CH2:6][CH2:5][O:4][CH2:3][CH2:2]1.Br[CH2:8][CH2:9][CH2:10][OH:11], predict the reaction product. The product is: [OH:11][CH2:10][CH2:9][CH2:8][N:1]1[CH2:6][CH2:5][O:4][CH2:3][CH2:2]1.